This data is from Forward reaction prediction with 1.9M reactions from USPTO patents (1976-2016). The task is: Predict the product of the given reaction. (1) Given the reactants [CH3:1][N:2]1[C:10]2[C:5](=[CH:6][CH:7]=[CH:8][CH:9]=2)[CH:4]=[CH:3]1.[Li]CCCC.[S:16](=[O:18])=[O:17].Cl[N:20]1C(=O)CCC1=O.N, predict the reaction product. The product is: [CH3:1][N:2]1[C:10]2[C:5](=[CH:6][CH:7]=[CH:8][CH:9]=2)[CH:4]=[C:3]1[S:16]([NH2:20])(=[O:18])=[O:17]. (2) Given the reactants Br[C:2]1[CH:3]=[N:4][CH:5]=[C:6]2[C:11]=1[N:10]=[C:9]([C:12]([NH:14][CH:15]([C:17]([OH:20])([CH3:19])[CH3:18])[CH3:16])=[O:13])[CH:8]=[CH:7]2.[F:21][C:22]1[CH:23]=[C:24](B(O)O)[CH:25]=[C:26]([F:29])[C:27]=1[F:28], predict the reaction product. The product is: [OH:20][C:17]([CH3:19])([CH3:18])[CH:15]([NH:14][C:12]([C:9]1[CH:8]=[CH:7][C:6]2[C:11](=[C:2]([C:24]3[CH:23]=[C:22]([F:21])[C:27]([F:28])=[C:26]([F:29])[CH:25]=3)[CH:3]=[N:4][CH:5]=2)[N:10]=1)=[O:13])[CH3:16]. (3) The product is: [Cl:1][C:2]1[N:3]=[C:4]2[CH:12]=[C:11]([Cl:13])[CH:10]=[N:9][C:5]2=[N:6][C:7]=1[N:19]1[CH2:20][CH:21]2[CH:17]([CH2:16][N:15]([CH3:14])[CH2:22]2)[CH2:18]1. Given the reactants [Cl:1][C:2]1[N:3]=[C:4]2[CH:12]=[C:11]([Cl:13])[CH:10]=[N:9][C:5]2=[N:6][C:7]=1Cl.[CH3:14][N:15]1[CH2:22][CH:21]2[CH:17]([CH2:18][NH:19][CH2:20]2)[CH2:16]1, predict the reaction product.